This data is from Catalyst prediction with 721,799 reactions and 888 catalyst types from USPTO. The task is: Predict which catalyst facilitates the given reaction. (1) Reactant: [Cl:1][C:2]1[CH:10]=[C:9]([Cl:11])[CH:8]=[CH:7][C:3]=1[C:4](Cl)=[O:5].[CH2:12]([Mg]Cl)[CH2:13][CH3:14]. Product: [Cl:1][C:2]1[CH:10]=[C:9]([Cl:11])[CH:8]=[CH:7][C:3]=1[C:4](=[O:5])[CH2:12][CH2:13][CH3:14]. The catalyst class is: 356. (2) Reactant: [Cl-].O[NH3+:3].[C:4](=[O:7])([O-])[OH:5].[Na+].CS(C)=O.[CH2:13]([C:17]1[N:18]=[C:19]([CH3:49])[N:20]([C:39]2[CH:40]=[C:41]([NH:45][C:46](=[O:48])[CH3:47])[CH:42]=[CH:43][CH:44]=2)[C:21](=[O:38])[C:22]=1[CH2:23][C:24]1[CH:29]=[CH:28][C:27]([C:30]2[CH:35]=[CH:34][CH:33]=[CH:32][C:31]=2[C:36]#[N:37])=[CH:26][CH:25]=1)[CH2:14][CH2:15][CH3:16]. Product: [CH2:13]([C:17]1[N:18]=[C:19]([CH3:49])[N:20]([C:39]2[CH:40]=[C:41]([NH:45][C:46](=[O:48])[CH3:47])[CH:42]=[CH:43][CH:44]=2)[C:21](=[O:38])[C:22]=1[CH2:23][C:24]1[CH:25]=[CH:26][C:27]([C:30]2[CH:35]=[CH:34][CH:33]=[CH:32][C:31]=2[C:36]2[NH:3][C:4](=[O:7])[O:5][N:37]=2)=[CH:28][CH:29]=1)[CH2:14][CH2:15][CH3:16]. The catalyst class is: 69. (3) Reactant: Br[C:2]1[CH:7]=[C:6]([F:8])[CH:5]=[C:4]([Br:9])[CH:3]=1.[Li]CCCC.[CH3:15][N:16]([CH3:24])[CH:17]1[CH2:22][CH2:21][C:20](=[O:23])[CH2:19][CH2:18]1. Product: [Br:9][C:4]1[CH:3]=[C:2]([C:20]2([OH:23])[CH2:21][CH2:22][CH:17]([N:16]([CH3:24])[CH3:15])[CH2:18][CH2:19]2)[CH:7]=[C:6]([F:8])[CH:5]=1. The catalyst class is: 27. (4) Reactant: [N:1]1([C:6]2[N:11]=[CH:10][C:9]([OH:12])=[CH:8][CH:7]=2)[CH:5]=[N:4][N:3]=[N:2]1.C(=O)([O-])[O-].[K+].[K+].[I-].[K+].[CH2:21](Cl)[C:22]#[CH:23]. Product: [CH2:23]([O:12][C:9]1[CH:8]=[CH:7][C:6]([N:1]2[CH:5]=[N:4][N:3]=[N:2]2)=[N:11][CH:10]=1)[C:22]#[CH:21]. The catalyst class is: 145. (5) Reactant: C(=O)([O-])[O-].[Cs+].[Cs+].Cl[C:8]1[NH:9][C:10]2[CH:16]=[CH:15][CH:14]=[CH:13][C:11]=2[N:12]=1.[CH3:17][O:18][C:19]1[CH:20]=[C:21]([OH:25])[CH:22]=[CH:23][CH:24]=1. Product: [CH3:17][O:18][C:19]1[CH:20]=[C:21]([CH:22]=[CH:23][CH:24]=1)[O:25][C:8]1[NH:9][C:10]2[CH:16]=[CH:15][CH:14]=[CH:13][C:11]=2[N:12]=1. The catalyst class is: 32.